From a dataset of Full USPTO retrosynthesis dataset with 1.9M reactions from patents (1976-2016). Predict the reactants needed to synthesize the given product. (1) Given the product [CH3:41][O:42][C:43]1[CH:44]=[C:45]([CH:46]=[CH:16][CH:15]=[C:12]2[CH2:11][CH2:10][N:9]([C:7]([O:6][C:2]([CH3:3])([CH3:4])[CH3:5])=[O:8])[CH2:14][CH2:13]2)[CH:48]=[CH:49][CH:50]=1, predict the reactants needed to synthesize it. The reactants are: [Cl-].[C:2]([O:6][C:7]([N:9]1[CH2:14][CH2:13][C:12](=[CH:15][CH2:16][P+](C2C=CC=CC=2)(C2C=CC=CC=2)C2C=CC=CC=2)[CH2:11][CH2:10]1)=[O:8])([CH3:5])([CH3:4])[CH3:3].C([Li])CCC.[CH3:41][O:42][C:43]1[CH:44]=[C:45]([CH:48]=[CH:49][CH:50]=1)[CH:46]=O. (2) The reactants are: [F:1][C:2]([F:33])([F:32])[C:3]1[CH:31]=[CH:30][C:6]([CH2:7][N:8]2[CH2:13][CH2:12][CH2:11][CH2:10][C@@H:9]2[C:14]([NH:16][C:17]2([C:20]3[CH:29]=[CH:28][C:23]([C:24]([O:26]C)=[O:25])=[CH:22][CH:21]=3)[CH2:19][CH2:18]2)=[O:15])=[CH:5][CH:4]=1.[Li+:34].[OH-]. Given the product [F:33][C:2]([F:1])([F:32])[C:3]1[CH:31]=[CH:30][C:6]([CH2:7][N:8]2[CH2:13][CH2:12][CH2:11][CH2:10][C@@H:9]2[C:14]([NH:16][C:17]2([C:20]3[CH:21]=[CH:22][C:23]([C:24]([O-:26])=[O:25])=[CH:28][CH:29]=3)[CH2:18][CH2:19]2)=[O:15])=[CH:5][CH:4]=1.[Li+:34], predict the reactants needed to synthesize it. (3) Given the product [CH:7]([OH:8])=[O:6].[CH:44]1([N:47]([CH2:48][C:49]2[CH:54]=[CH:53][CH:52]=[C:51]([CH3:55])[C:50]=2[CH3:56])[C:36]([C:15]2[CH:14]3[NH:9][CH:10]([CH2:17][C:16]=2[C:18]2[CH:23]=[CH:22][C:21]([O:24][CH2:25][CH2:26][O:27][C:28]4[CH:33]=[C:32]([F:34])[CH:31]=[CH:30][C:29]=4[Cl:35])=[CH:20][CH:19]=2)[CH2:11][N:12]([C:39](=[O:41])[CH3:40])[CH2:13]3)=[O:37])[CH2:46][CH2:45]1, predict the reactants needed to synthesize it. The reactants are: ClC(Cl)(Cl)C([O:6][C:7]([N:9]1[CH:14]2[C:15]([C:36](O)=[O:37])=[C:16]([C:18]3[CH:23]=[CH:22][C:21]([O:24][CH2:25][CH2:26][O:27][C:28]4[CH:33]=[C:32]([F:34])[CH:31]=[CH:30][C:29]=4[Cl:35])=[CH:20][CH:19]=3)[CH2:17][CH:10]1[CH2:11][N:12]([C:39](=[O:41])[CH3:40])[CH2:13]2)=[O:8])(C)C.[CH:44]1([NH:47][CH2:48][C:49]2[CH:54]=[CH:53][CH:52]=[C:51]([CH3:55])[C:50]=2[CH3:56])[CH2:46][CH2:45]1. (4) Given the product [Br:1][C:2]1[CH2:11][CH2:10][C:9]2[C:4](=[CH:5][CH:6]=[C:7]([O:12][CH3:13])[CH:8]=2)[C:3]=1[O:14][C:25](=[O:27])[CH3:26], predict the reactants needed to synthesize it. The reactants are: [Br:1][CH:2]1[CH2:11][CH2:10][C:9]2[C:4](=[CH:5][CH:6]=[C:7]([O:12][CH3:13])[CH:8]=2)[C:3]1=[O:14].[Li+].C[Si]([N-][Si](C)(C)C)(C)C.[C:25](OC(=O)C)(=[O:27])[CH3:26].